From a dataset of Forward reaction prediction with 1.9M reactions from USPTO patents (1976-2016). Predict the product of the given reaction. (1) Given the reactants [B-].[B-].C1CCOCC1.C1CCOCC1.[Ca+2].[C:16]([O:20][C:21](=[O:41])[NH:22][C@@H:23]1[C:28](=[O:29])[C@H:27]([CH2:30][C:31]2[CH:36]=[CH:35][C:34]([N+:37]([O-:39])=[O:38])=[C:33]([F:40])[CH:32]=2)[CH2:26][S:25][CH2:24]1)([CH3:19])([CH3:18])[CH3:17].OS([O-])(=O)=O.[K+], predict the reaction product. The product is: [C:16]([O:20][C:21](=[O:41])[NH:22][C@@H:23]1[C@@H:28]([OH:29])[C@H:27]([CH2:30][C:31]2[CH:36]=[CH:35][C:34]([N+:37]([O-:39])=[O:38])=[C:33]([F:40])[CH:32]=2)[CH2:26][S:25][CH2:24]1)([CH3:19])([CH3:17])[CH3:18]. (2) Given the reactants [CH2:1]([O:5][CH2:6][CH2:7][O:8][C:9]1[CH:14]=[CH:13][C:12]([C:15]2[CH:16]=[CH:17][C:18]3[N:24]([CH2:25][CH:26]([CH3:28])[CH3:27])[CH2:23][CH2:22][C:21]([C:29]([OH:31])=O)=[CH:20][C:19]=3[CH:32]=2)=[CH:11][CH:10]=1)[CH2:2][CH2:3][CH3:4].CN(C=O)C.S(Cl)(Cl)=O.[CH2:42]([N:45]1[CH:49]=[CH:48][N:47]=[C:46]1[CH2:50][S:51][C:52]1[CH:58]=[CH:57][C:55]([NH2:56])=[CH:54][CH:53]=1)[CH2:43][CH3:44], predict the reaction product. The product is: [CH2:1]([O:5][CH2:6][CH2:7][O:8][C:9]1[CH:14]=[CH:13][C:12]([C:15]2[CH:16]=[CH:17][C:18]3[N:24]([CH2:25][CH:26]([CH3:28])[CH3:27])[CH2:23][CH2:22][C:21]([C:29]([NH:56][C:55]4[CH:57]=[CH:58][C:52]([S:51][CH2:50][C:46]5[N:45]([CH2:42][CH2:43][CH3:44])[CH:49]=[CH:48][N:47]=5)=[CH:53][CH:54]=4)=[O:31])=[CH:20][C:19]=3[CH:32]=2)=[CH:11][CH:10]=1)[CH2:2][CH2:3][CH3:4].